From a dataset of Full USPTO retrosynthesis dataset with 1.9M reactions from patents (1976-2016). Predict the reactants needed to synthesize the given product. The reactants are: [CH3:1][C:2]1[CH:7]=[C:6]([CH3:8])[N:5]=[C:4]([N:9]2[CH2:16][CH:15]3[CH:11]([CH2:12][NH:13][CH2:14]3)[CH2:10]2)[N:3]=1.CC(O)=O.[CH2:21]([O:23][C:24]1[CH:32]=[CH:31][CH:30]=[C:29]([O:33][CH2:34][CH3:35])[C:25]=1[C:26](O)=[O:27])[CH3:22]. Given the product [CH2:34]([O:33][C:29]1[CH:30]=[CH:31][CH:32]=[C:24]([O:23][CH2:21][CH3:22])[C:25]=1[C:26]([N:13]1[CH2:14][CH:15]2[CH:11]([CH2:10][N:9]([C:4]3[N:5]=[C:6]([CH3:8])[CH:7]=[C:2]([CH3:1])[N:3]=3)[CH2:16]2)[CH2:12]1)=[O:27])[CH3:35], predict the reactants needed to synthesize it.